This data is from Peptide-MHC class II binding affinity with 134,281 pairs from IEDB. The task is: Regression. Given a peptide amino acid sequence and an MHC pseudo amino acid sequence, predict their binding affinity value. This is MHC class II binding data. The MHC is DRB1_1001 with pseudo-sequence DRB1_1001. The binding affinity (normalized) is 0.682. The peptide sequence is EKKYFAATQFEPLAE.